This data is from Catalyst prediction with 721,799 reactions and 888 catalyst types from USPTO. The task is: Predict which catalyst facilitates the given reaction. (1) Reactant: [OH:1][C@H:2]1[CH2:7][CH2:6][C@H:5]([NH:8][CH2:9][CH2:10][C:11]2[CH:16]=[CH:15][C:14]([OH:17])=[CH:13][CH:12]=2)[CH2:4][CH2:3]1.Cl[C:19]1[CH:27]=[CH:26][C:22]([C:23]([NH2:25])=[O:24])=[CH:21][N:20]=1.C([O-])([O-])=O.[K+].[K+]. Product: [OH:1][C@H:2]1[CH2:7][CH2:6][C@H:5]([NH:8][CH2:9][CH2:10][C:11]2[CH:12]=[CH:13][C:14]([O:17][C:19]3[CH:27]=[CH:26][C:22]([C:23]([NH2:25])=[O:24])=[CH:21][N:20]=3)=[CH:15][CH:16]=2)[CH2:4][CH2:3]1. The catalyst class is: 575. (2) Reactant: [F:1][C:2]1[CH:3]=[C:4]2[C:8](=[CH:9][C:10]=1[F:11])[C:7](=[CH:12][C:13]1[CH:18]=[CH:17][C:16]([S:19]([CH3:21])=[O:20])=[CH:15][CH:14]=1)[C:6]([CH3:22])=[C:5]2[CH2:23][C:24]([OH:26])=[O:25].ClC1C=CC=C(C(OO)=[O:35])C=1. Product: [F:1][C:2]1[CH:3]=[C:4]2[C:8](=[CH:9][C:10]=1[F:11])[C:7](=[CH:12][C:13]1[CH:18]=[CH:17][C:16]([S:19]([CH3:21])(=[O:35])=[O:20])=[CH:15][CH:14]=1)[C:6]([CH3:22])=[C:5]2[CH2:23][C:24]([OH:26])=[O:25]. The catalyst class is: 21. (3) Reactant: [Cl:1][C:2]1[CH:3]=[C:4]([C:16](O)=[O:17])[CH:5]=[C:6]2[C:11]=1[S:10](=[O:13])(=[O:12])[CH2:9][CH2:8][C:7]2([CH3:15])[CH3:14].B.C1COCC1.CO.CC(OI1(OC(C)=O)(OC(C)=O)OC(=O)C2C=CC=CC1=2)=O. Product: [Cl:1][C:2]1[CH:3]=[C:4]([CH:16]=[O:17])[CH:5]=[C:6]2[C:11]=1[S:10](=[O:12])(=[O:13])[CH2:9][CH2:8][C:7]2([CH3:14])[CH3:15]. The catalyst class is: 677. (4) Product: [O:28]=[C:23]1[CH2:24][CH2:25][CH2:26][C:27]2[C:18]([C:16]([NH:15][C:6]3([C:4]([OH:5])=[O:3])[CH2:14][C:13]4[C:8](=[CH:9][CH:10]=[CH:11][CH:12]=4)[CH2:7]3)=[O:17])=[CH:19][CH:20]=[CH:21][C:22]1=2. The catalyst class is: 14. Reactant: C([O:3][C:4]([C:6]1([NH:15][C:16]([C:18]2[C:27]3[CH2:26][CH2:25][CH2:24][C:23](=[O:28])[C:22]=3[CH:21]=[CH:20][CH:19]=2)=[O:17])[CH2:14][C:13]2[C:8](=[CH:9][CH:10]=[CH:11][CH:12]=2)[CH2:7]1)=[O:5])C.[OH-].[K+].O. (5) Reactant: Cl.Cl.[CH3:3][NH:4][NH:5][CH3:6].C(=O)([O-])[O-].[K+].[K+].[Br:13][C:14]1[CH:15]=[C:16]([C:26]2[O:27][C:28](=[O:38])[C:29]3[N:35]=[C:34]([Cl:36])[CH:33]=[C:32]([CH3:37])[C:30]=3[N:31]=2)[N:17]([C:19]2[C:24]([Cl:25])=[CH:23][CH:22]=[CH:21][N:20]=2)[N:18]=1.O. Product: [Cl:36][C:34]1[N:35]=[C:29]([C:28]([N:4]([CH3:3])[NH:5][CH3:6])=[O:38])[C:30]([NH:31][C:26]([C:16]2[N:17]([C:19]3[C:24]([Cl:25])=[CH:23][CH:22]=[CH:21][N:20]=3)[N:18]=[C:14]([Br:13])[CH:15]=2)=[O:27])=[C:32]([CH3:37])[CH:33]=1. The catalyst class is: 299. (6) Reactant: C1(P(C2C=CC=CC=2)C2C=CC=CC=2)C=CC=CC=1.[Br:20]Br.[CH2:22]([C:25](O)(O)[C:26]([CH:34]1[CH2:39][CH2:38][CH2:37][CH2:36][CH2:35]1)([CH:28]1[CH2:33][CH2:32][CH2:31][CH2:30][CH2:29]1)[CH3:27])[CH2:23][CH3:24].O. Product: [Br-:20].[Br-:20].[CH2:22]([CH2:25][C:26]([CH:28]1[CH2:33][CH2:32][CH2:31][CH2:30][CH2:29]1)([CH:34]1[CH2:35][CH2:36][CH2:37][CH2:38][CH2:39]1)[CH3:27])[CH2:23][CH3:24]. The catalyst class is: 10. (7) Reactant: [CH2:1]([N:8]([CH2:24][C:25]1[CH:30]=[CH:29][CH:28]=[CH:27][CH:26]=1)[C:9]1([C:12]2[CH:17]=[CH:16][C:15]([C:18]#[C:19][Si](C)(C)C)=[CH:14][CH:13]=2)[CH2:11][CH2:10]1)[C:2]1[CH:7]=[CH:6][CH:5]=[CH:4][CH:3]=1.C(=O)([O-])[O-].[K+].[K+]. Product: [CH2:24]([N:8]([CH2:1][C:2]1[CH:7]=[CH:6][CH:5]=[CH:4][CH:3]=1)[C:9]1([C:12]2[CH:13]=[CH:14][C:15]([C:18]#[CH:19])=[CH:16][CH:17]=2)[CH2:11][CH2:10]1)[C:25]1[CH:26]=[CH:27][CH:28]=[CH:29][CH:30]=1. The catalyst class is: 5. (8) Reactant: [C:1]([C:3]1[CH:4]=[C:5]([CH:19]=[C:20]([C:24]([F:27])([F:26])[F:25])[C:21]=1[O:22]C)[C:6]([N:8]1[C:12]2[CH:13]=[CH:14][CH:15]=[CH:16][C:11]=2[S:10](=[O:18])(=[O:17])[CH2:9]1)=[O:7])#[N:2].[Cl-].[Li+].Cl. Product: [C:1]([C:3]1[CH:4]=[C:5]([CH:19]=[C:20]([C:24]([F:27])([F:25])[F:26])[C:21]=1[OH:22])[C:6]([N:8]1[C:12]2[CH:13]=[CH:14][CH:15]=[CH:16][C:11]=2[S:10](=[O:17])(=[O:18])[CH2:9]1)=[O:7])#[N:2]. The catalyst class is: 9. (9) Reactant: [Cl:1][C:2]1[CH:8]=[CH:7][CH:6]=[CH:5][C:3]=1[NH2:4].[Cl:9][C:10]1[CH:18]=[C:17]([Cl:19])[CH:16]=[CH:15][C:11]=1[C:12](Cl)=[O:13].C(N(CC)CC)C.Cl. Product: [Cl:9][C:10]1[CH:18]=[C:17]([Cl:19])[CH:16]=[CH:15][C:11]=1[C:12]([NH:4][C:3]1[CH:5]=[CH:6][CH:7]=[CH:8][C:2]=1[Cl:1])=[O:13]. The catalyst class is: 96. (10) Reactant: Cl[C:2]1[N:7]=[CH:6][N:5]=[C:4]([N:8]2[CH:12]=[N:11][C:10]([NH:13][C:14]3[CH:19]=[CH:18][CH:17]=[CH:16][CH:15]=3)=[N:9]2)[CH:3]=1.[NH2:20][C@H:21]1[CH2:26][CH2:25][CH2:24][N:23](C(OC(C)(C)C)=O)[CH2:22]1.CCN(C(C)C)C(C)C. Product: [C:14]1([NH:13][C:10]2[N:11]=[CH:12][N:8]([C:4]3[N:5]=[CH:6][N:7]=[C:2]([NH:20][CH:21]4[CH2:26][CH2:25][CH2:24][NH:23][CH2:22]4)[CH:3]=3)[N:9]=2)[CH:19]=[CH:18][CH:17]=[CH:16][CH:15]=1. The catalyst class is: 155.